This data is from Forward reaction prediction with 1.9M reactions from USPTO patents (1976-2016). The task is: Predict the product of the given reaction. (1) Given the reactants [I-].[Cl-:2].[I-].CC(C)(CCCCCCCCCCCC)C(OC[N+]1(C)CCN(C2C3C=C(C)SC=3NC3C=CC=CC=3N=2)CC1)=O.[I-].C[NH+]1CCN(C2C3C=C(C)SC=3NC3C=CC=CC=3N=2)CC1.[I-].[CH3:69][C:70]([CH3:111])([CH2:97][CH2:98][CH2:99][CH2:100][CH2:101][CH2:102][CH2:103][CH2:104][CH2:105][CH2:106][CH2:107][CH2:108][CH2:109][CH3:110])[C:71]([O:73][CH2:74][N+:75]1([CH3:96])[CH2:80][CH2:79][N:78]([C:81]2[C:82]3[CH:94]=[C:93]([CH3:95])[S:92][C:83]=3[NH:84][C:85]3[CH:91]=[CH:90][CH:89]=[CH:88][C:86]=3[N:87]=2)[CH2:77][CH2:76]1)=[O:72], predict the reaction product. The product is: [Cl-:2].[CH3:69][C:70]([CH3:111])([CH2:97][CH2:98][CH2:99][CH2:100][CH2:101][CH2:102][CH2:103][CH2:104][CH2:105][CH2:106][CH2:107][CH2:108][CH2:109][CH3:110])[C:71]([O:73][CH2:74][N+:75]1([CH3:96])[CH2:80][CH2:79][N:78]([C:81]2[C:82]3[CH:94]=[C:93]([CH3:95])[S:92][C:83]=3[NH:84][C:85]3[CH:91]=[CH:90][CH:89]=[CH:88][C:86]=3[N:87]=2)[CH2:77][CH2:76]1)=[O:72]. (2) Given the reactants C(OC([N:8]1[C:12]2[N:13]=[CH:14][N:15]=[C:16]([N:17]3[CH2:24][C:21]4([CH2:23][CH2:22]4)[N:20]([S:25](=[O:29])(=[O:28])[NH:26][CH3:27])[CH2:19][CH2:18]3)[C:11]=2[CH:10]=[CH:9]1)=O)(C)(C)C.C([O-])([O-])=O.[Cs+].[Cs+].Br[CH2:37][CH2:38][CH2:39][C:40]1[CH:45]=[CH:44][CH:43]=[CH:42][CH:41]=1.O, predict the reaction product. The product is: [CH3:27][N:26]([CH2:37][CH2:38][CH2:39][C:40]1[CH:45]=[CH:44][CH:43]=[CH:42][CH:41]=1)[S:25]([N:20]1[CH2:19][CH2:18][N:17]([C:16]2[C:11]3[CH:10]=[CH:9][NH:8][C:12]=3[N:13]=[CH:14][N:15]=2)[CH2:24][C:21]21[CH2:22][CH2:23]2)(=[O:29])=[O:28]. (3) Given the reactants [F:1][C:2]1[CH:3]=[C:4]2[C:12](=[C:13]([S:15]([CH3:18])(=[O:17])=[O:16])[CH:14]=1)[N:11]([C@H:19]([C:21]1[CH:26]=[CH:25][C:24]([C:27]([F:30])([F:29])[F:28])=[CH:23][CH:22]=1)[CH3:20])[C:10]1[C@@H:9]([CH2:31][C:32]([O:34]C)=[O:33])[CH2:8][CH2:7][CH2:6][C:5]2=1.C1COCC1.CO.[Li+].[OH-], predict the reaction product. The product is: [F:1][C:2]1[CH:3]=[C:4]2[C:12](=[C:13]([S:15]([CH3:18])(=[O:16])=[O:17])[CH:14]=1)[N:11]([C@H:19]([C:21]1[CH:26]=[CH:25][C:24]([C:27]([F:30])([F:28])[F:29])=[CH:23][CH:22]=1)[CH3:20])[C:10]1[C@@H:9]([CH2:31][C:32]([OH:34])=[O:33])[CH2:8][CH2:7][CH2:6][C:5]2=1. (4) Given the reactants [OH:1][C:2]1[CH:12]=[CH:11][C:5]([CH:6]=[CH:7][C:8]([OH:10])=[O:9])=[CH:4][C:3]=1[O:13][CH3:14].[CH3:15][O:16][CH2:17][CH2:18]O.C1(C)C=CC(S(O)(=O)=O)=CC=1.C(OCC)(=O)C, predict the reaction product. The product is: [OH:1][C:2]1[CH:12]=[CH:11][C:5]([CH:6]=[CH:7][C:8]([O:10][CH2:18][CH2:17][O:16][CH3:15])=[O:9])=[CH:4][C:3]=1[O:13][CH3:14]. (5) Given the reactants [Br:1][C:2]1[CH:3]=[C:4]([C:15]([OH:17])=O)[C:5]2[C:6]([CH3:14])=[N:7][N:8]([CH:11]([CH3:13])[CH3:12])[C:9]=2[CH:10]=1.C(N1C2C=C(C3C=C4C=CNC4=NC=3)C=C(C(OC)=O)C=2C=N1)(C)C.CCN=C=NCCCN(C)C.Cl.C1C=CC2N(O)N=NC=2C=1.C(N(C(C)C)CC)(C)C.[NH2:74][CH2:75][C:76]1[C:77](=[O:84])[NH:78][C:79]([CH3:83])=[CH:80][C:81]=1[CH3:82], predict the reaction product. The product is: [Br:1][C:2]1[CH:3]=[C:4]([C:15]([NH:74][CH2:75][C:76]2[C:77](=[O:84])[NH:78][C:79]([CH3:83])=[CH:80][C:81]=2[CH3:82])=[O:17])[C:5]2[C:6]([CH3:14])=[N:7][N:8]([CH:11]([CH3:12])[CH3:13])[C:9]=2[CH:10]=1. (6) Given the reactants [F:1][C:2]1[CH:29]=[CH:28][C:5]([CH2:6][NH:7][C:8]([C:10]2[C:11](=[O:27])[C:12]3[C:13]4[N:14]([CH:26]=2)[CH2:15][C:16](=[O:25])[N:17]([CH3:24])[C:18]=4[CH:19]=[C:20]([CH2:22]Cl)[CH:21]=3)=[O:9])=[CH:4][CH:3]=1.[O:30]1[C:34]2[CH:35]=[CH:36][CH:37]=[CH:38][C:33]=2[CH:32]=[C:31]1[C@H:39]([OH:43])[CH2:40][NH:41][CH3:42].CCN(C(C)C)C(C)C, predict the reaction product. The product is: [O:30]1[C:34]2[CH:35]=[CH:36][CH:37]=[CH:38][C:33]=2[CH:32]=[C:31]1[C@H:39]([OH:43])[CH2:40][N:41]([CH2:22][C:20]1[CH:21]=[C:12]2[C:11](=[O:27])[C:10]([C:8]([NH:7][CH2:6][C:5]3[CH:28]=[CH:29][C:2]([F:1])=[CH:3][CH:4]=3)=[O:9])=[CH:26][N:14]3[CH2:15][C:16](=[O:25])[N:17]([CH3:24])[C:18]([CH:19]=1)=[C:13]23)[CH3:42]. (7) Given the reactants [OH:1][C:2]1[C:7]2[NH:8][C:9](=O)[C:10]3[CH:16]=[CH:15][C:14]([C:17]([F:20])([F:19])[F:18])=[N:13][C:11]=3[NH:12][C:6]=2[CH:5]=[CH:4][CH:3]=1.[CH3:22][OH:23], predict the reaction product. The product is: [F:20][C:17]([F:18])([F:19])[C:14]1[CH:15]=[CH:16][C:10]2[CH2:9][NH:8][C:7]3=[C:2]([OH:1])[CH:3]=[CH:4][CH:5]=[C:6]3[NH:12][C:11]=2[N:13]=1.[F:20][C:17]([F:18])([F:19])[C:14]1[CH:15]=[CH:16][C:10]2[CH2:9][NH:8][C:7]3[CH:2]=[CH:3][CH:4]=[C:22]([OH:23])[C:6]=3[NH:12][C:11]=2[N:13]=1. (8) Given the reactants [CH2:1]([CH:3]([O:6][C:7]1[C:12]([C:13]([NH2:15])=O)=[C:11]([NH:16][C:17]2[C:22]([CH3:23])=[CH:21][C:20]([CH3:24])=[CH:19][C:18]=2[CH3:25])[N:10]=[C:9]([CH3:26])[CH:8]=1)[CH2:4][CH3:5])[CH3:2].ClC(Cl)(OC(=O)OC(Cl)(Cl)Cl)Cl.C(N(CC)CC)C, predict the reaction product. The product is: [CH2:1]([CH:3]([O:6][C:7]1[C:12]([C:13]#[N:15])=[C:11]([NH:16][C:17]2[C:22]([CH3:23])=[CH:21][C:20]([CH3:24])=[CH:19][C:18]=2[CH3:25])[N:10]=[C:9]([CH3:26])[CH:8]=1)[CH2:4][CH3:5])[CH3:2].